From a dataset of Peptide-MHC class II binding affinity with 134,281 pairs from IEDB. Regression. Given a peptide amino acid sequence and an MHC pseudo amino acid sequence, predict their binding affinity value. This is MHC class II binding data. (1) The peptide sequence is TVLFGVSRSMGIGSQ. The MHC is DRB1_0701 with pseudo-sequence DRB1_0701. The binding affinity (normalized) is 0.746. (2) The peptide sequence is IASLFAAAGLAAAAP. The MHC is DRB1_1501 with pseudo-sequence DRB1_1501. The binding affinity (normalized) is 0.776. (3) The peptide sequence is SQDLELSWWLNGLQAY. The MHC is DRB1_0802 with pseudo-sequence DRB1_0802. The binding affinity (normalized) is 0.186. (4) The peptide sequence is LRMVLRQKIIYSGAV. The MHC is DRB1_0101 with pseudo-sequence DRB1_0101. The binding affinity (normalized) is 0.875. (5) The MHC is HLA-DQA10104-DQB10503 with pseudo-sequence HLA-DQA10104-DQB10503. The binding affinity (normalized) is 0.0677. The peptide sequence is RRHGVRIRVRSGGHD. (6) The peptide sequence is NKLACIKEDLAVAGI. The MHC is DRB1_0101 with pseudo-sequence DRB1_0101. The binding affinity (normalized) is 0.783. (7) The peptide sequence is MKNIFMLTLFILIIT. The MHC is DRB1_0405 with pseudo-sequence DRB1_0405. The binding affinity (normalized) is 0.0920. (8) The peptide sequence is KLPWKNESSIKVIKQ. The MHC is HLA-DQA10101-DQB10501 with pseudo-sequence HLA-DQA10101-DQB10501. The binding affinity (normalized) is 0.0291.